From a dataset of Full USPTO retrosynthesis dataset with 1.9M reactions from patents (1976-2016). Predict the reactants needed to synthesize the given product. (1) Given the product [Cl:3][C:4]1[C:5]([I:1])=[C:6]([C:10]([O:12][CH2:13][CH3:14])=[O:11])[NH:7][C:8]=1[CH3:9], predict the reactants needed to synthesize it. The reactants are: [I:1]I.[Cl:3][C:4]1[CH:5]=[C:6]([C:10]([O:12][CH2:13][CH3:14])=[O:11])[NH:7][C:8]=1[CH3:9].[OH-].[K+].Cl. (2) Given the product [CH:19]1([NH:16][C:17](=[S:18])[N:14]([C:10]2[S:9][C:8]([C:4]3[CH:5]=[N:6][CH:7]=[C:2]([F:1])[CH:3]=3)=[N:12][C:11]=2[CH3:13])[CH3:15])[CH2:21][CH2:20]1, predict the reactants needed to synthesize it. The reactants are: [F:1][C:2]1[CH:3]=[C:4]([C:8]2[S:9][C:10]([NH:14][CH3:15])=[C:11]([CH3:13])[N:12]=2)[CH:5]=[N:6][CH:7]=1.[N:16]([CH:19]1[CH2:21][CH2:20]1)=[C:17]=[S:18]. (3) Given the product [CH3:24][O:23][C:3]1[CH:4]=[C:5]2[C:10](=[CH:11][C:2]=1[O:1][CH2:32][CH:28]1[CH2:29][CH2:30][CH2:31][N:26]([CH3:25])[CH2:27]1)[N:9]=[CH:8][N:7]=[C:6]2[O:12][C:13]1[CH:14]=[C:15]2[C:19](=[CH:20][CH:21]=1)[NH:18][C:17]([CH3:22])=[CH:16]2, predict the reactants needed to synthesize it. The reactants are: [OH:1][C:2]1[CH:11]=[C:10]2[C:5]([C:6]([O:12][C:13]3[CH:14]=[C:15]4[C:19](=[CH:20][CH:21]=3)[NH:18][C:17]([CH3:22])=[CH:16]4)=[N:7][CH:8]=[N:9]2)=[CH:4][C:3]=1[O:23][CH3:24].[CH3:25][N:26]1[CH2:31][CH2:30][CH2:29][CH:28]([CH2:32]O)[CH2:27]1. (4) Given the product [CH3:1][C:2]1[CH:3]=[CH:4][C:5]([C:8]2[CH:9]=[C:10]([CH:15]=[C:16]([C:18]3[N:22]([CH3:23])[N:21]=[N:20][CH:19]=3)[CH:17]=2)[C:11]([O:13][CH3:14])=[O:12])=[N:6][CH:7]=1, predict the reactants needed to synthesize it. The reactants are: [CH3:1][C:2]1[CH:3]=[CH:4][C:5]([C:8]2[CH:9]=[C:10]([CH:15]=[C:16]([C:18]3[N:22]([CH2:23][Si](C)(C)C)[N:21]=[N:20][CH:19]=3)[CH:17]=2)[C:11]([O:13][CH3:14])=[O:12])=[N:6][CH:7]=1.[F-].C([N+](CCCC)(CCCC)CCCC)CCC.ClCCl.[Cl-].[NH4+]. (5) Given the product [CH3:1][O:2][C:3]1[C:8]([N:9]2[CH2:17][C@@H:16]3[C@@H:11]([CH2:12][CH2:13][CH2:14][NH:15]3)[CH2:10]2)=[C:7]([F:18])[CH:6]=[C:5]2[C:19]([C:21]([C:27]([OH:29])=[O:28])=[CH:22][N:23]([CH:24]3[CH2:26][CH2:25]3)[C:4]=12)=[O:20].[OH2:2].[ClH:30], predict the reactants needed to synthesize it. The reactants are: [CH3:1][O:2][C:3]1[C:8]([N:9]2[CH2:17][C@@H:16]3[C@@H:11]([CH2:12][CH2:13][CH2:14][NH:15]3)[CH2:10]2)=[C:7]([F:18])[CH:6]=[C:5]2[C:19]([C:21]([C:27]([OH:29])=[O:28])=[CH:22][N:23]([CH:24]3[CH2:26][CH2:25]3)[C:4]=12)=[O:20].[ClH:30]. (6) The reactants are: [CH2:1]([C:4]1[C:5]([Cl:11])=[N:6][CH:7]=[N:8][C:9]=1[Cl:10])[CH:2]=C.C[N+]1([O-])CC[O:16]CC1.CCCCCC. Given the product [Cl:11][C:5]1[C:4]([CH2:1][CH:2]=[O:16])=[C:9]([Cl:10])[N:8]=[CH:7][N:6]=1, predict the reactants needed to synthesize it. (7) Given the product [C:44]([O:43][C:41]([N:10]1[CH2:14][C@@H:13]([C:15]2[CH:20]=[CH:19][CH:18]=[CH:17][CH:16]=2)[C@@H:12]([C:21]([OH:23])=[O:22])[CH2:11]1)=[O:42])([CH3:45])([CH3:46])[CH3:47], predict the reactants needed to synthesize it. The reactants are: O=O.C([N:10]1[CH2:14][C:13]([C:15]2[CH:20]=[CH:19][CH:18]=[CH:17][CH:16]=2)=[C:12]([C:21]([OH:23])=[O:22])[CH2:11]1)C1C=CC=CC=1.C(N(CC)CC)C.[H][H].[C:41](O[C:41]([O:43][C:44]([CH3:47])([CH3:46])[CH3:45])=[O:42])([O:43][C:44]([CH3:47])([CH3:46])[CH3:45])=[O:42]. (8) Given the product [C:1]1([C:7]2[C:16]3[C:11](=[C:12]([C:17]([F:20])([F:18])[F:19])[CH:13]=[CH:14][CH:15]=3)[N:10]=[CH:9][C:8]=2[CH:21]([C:23]2[CH:28]=[CH:27][CH:26]=[CH:25][CH:24]=2)[CH3:22])[CH:2]=[CH:3][CH:4]=[CH:5][CH:6]=1, predict the reactants needed to synthesize it. The reactants are: [C:1]1([C:7]2[C:16]3[C:11](=[C:12]([C:17]([F:20])([F:19])[F:18])[CH:13]=[CH:14][CH:15]=3)[N:10]=[CH:9][C:8]=2[C:21]([C:23]2[CH:28]=[CH:27][CH:26]=[CH:25][CH:24]=2)=[CH2:22])[CH:6]=[CH:5][CH:4]=[CH:3][CH:2]=1.[H][H]. (9) Given the product [C:1]1([C@H:13]2[C@H:17]([C:18]3[C:26]4[C:21](=[CH:22][CH:23]=[C:24]([C:27]5[C:36]6[C:31](=[CH:32][CH:33]=[CH:34][CH:35]=6)[CH:30]=[CH:29][CH:28]=5)[CH:25]=4)[NH:20][CH:19]=3)[C:16](=[O:37])[NH:15][C:14]2=[O:38])[C:11]2=[C:12]3[C:7](=[CH:8][CH:9]=[CH:10]2)[CH2:6][CH2:5][CH2:4][N:3]3[CH:2]=1, predict the reactants needed to synthesize it. The reactants are: [C:1]1([C:13]2[C:14](=[O:38])[NH:15][C:16](=[O:37])[C:17]=2[C:18]2[C:26]3[C:21](=[CH:22][CH:23]=[C:24]([C:27]4[C:36]5[C:31](=[CH:32][CH:33]=[CH:34][CH:35]=5)[CH:30]=[CH:29][CH:28]=4)[CH:25]=3)[NH:20][CH:19]=2)[C:11]2=[C:12]3[C:7](=[CH:8][CH:9]=[CH:10]2)[CH2:6][CH2:5][CH2:4][N:3]3[CH:2]=1. (10) Given the product [F:1][C:2]([F:7])([F:6])[C:3]([N:5]=[S:46]([CH2:45][C:43]1[CH:42]=[C:41]([C:48]([F:49])([F:50])[F:51])[N:40]=[C:39]([NH:38][C:34]2[CH:33]=[C:32]([C:29]3[CH:30]=[CH:31][C:26]([F:25])=[CH:27][C:28]=3[O:52][CH3:53])[N:37]=[CH:36][N:35]=2)[CH:44]=1)[CH3:47])=[O:4], predict the reactants needed to synthesize it. The reactants are: [F:1][C:2]([F:7])([F:6])[C:3]([NH2:5])=[O:4].CC(C)([O-])C.[Na+].BrN1C(C)(C)C(=O)N(Br)C1=O.[F:25][C:26]1[CH:31]=[CH:30][C:29]([C:32]2[N:37]=[CH:36][N:35]=[C:34]([NH:38][C:39]3[CH:44]=[C:43]([CH2:45][S:46][CH3:47])[CH:42]=[C:41]([C:48]([F:51])([F:50])[F:49])[N:40]=3)[CH:33]=2)=[C:28]([O:52][CH3:53])[CH:27]=1.S([O-])([O-])=O.[Na+].[Na+].